This data is from Catalyst prediction with 721,799 reactions and 888 catalyst types from USPTO. The task is: Predict which catalyst facilitates the given reaction. (1) Reactant: [CH3:1][O:2][C:3]([C:5]1[CH:6]=[C:7]([C@@H:11]2[NH:15][CH:14]([C:16]([OH:18])=[O:17])[CH2:13][S:12]2)[CH:8]=[CH:9][CH:10]=1)=[O:4].CCN(C(C)C)C(C)C.Cl[C:29]([O:31][CH2:32][C:33]1[CH:38]=[CH:37][CH:36]=[CH:35][CH:34]=1)=[O:30]. Product: [CH2:32]([O:31][C:29]([N:15]1[CH:14]([C:16]([OH:18])=[O:17])[CH2:13][S:12][C@@H:11]1[C:7]1[CH:8]=[CH:9][CH:10]=[C:5]([C:3]([O:2][CH3:1])=[O:4])[CH:6]=1)=[O:30])[C:33]1[CH:38]=[CH:37][CH:36]=[CH:35][CH:34]=1. The catalyst class is: 3. (2) Reactant: [H-].[Na+].[OH:3][CH2:4][C:5]1([C:11]#[N:12])[CH2:10][CH2:9][O:8][CH2:7][CH2:6]1.[Cl:13][C:14]1[CH:19]=[N:18][CH:17]=[C:16](Cl)[N:15]=1.O. Product: [Cl:13][C:14]1[N:15]=[C:16]([O:3][CH2:4][C:5]2([C:11]#[N:12])[CH2:10][CH2:9][O:8][CH2:7][CH2:6]2)[CH:17]=[N:18][CH:19]=1. The catalyst class is: 1.